From a dataset of Catalyst prediction with 721,799 reactions and 888 catalyst types from USPTO. Predict which catalyst facilitates the given reaction. (1) Reactant: [C:1]([C:5]([O:7]CC)=O)([F:4])([F:3])[F:2].O.[NH2:11][CH2:12][CH2:13][CH2:14][N:15]([CH3:32])[CH2:16][CH2:17][CH2:18][NH:19][C:20]1[N:21]=[N+:22]([O-:31])[C:23]2[CH:29]=[CH:28][C:27]([CH3:30])=[CH:26][C:24]=2[N:25]=1. Product: [F:4][C:1]([F:2])([F:3])[C:5]([NH:11][CH2:12][CH2:13][CH2:14][N:15]([CH3:32])[CH2:16][CH2:17][CH2:18][NH:19][C:20]1[N:21]=[N+:22]([O-:31])[C:23]2[CH:29]=[CH:28][C:27]([CH3:30])=[CH:26][C:24]=2[N:25]=1)=[O:7]. The catalyst class is: 23. (2) Reactant: [Cl:1][CH2:2][C:3]1[N:4]([CH2:16][CH2:17][NH:18][C:19](=[O:25])[O:20][C:21]([CH3:24])([CH3:23])[CH3:22])[C:5]2[C:14]3[CH:13]=[CH:12][CH:11]=[CH:10][C:9]=3[N:8]=[CH:7][C:6]=2[N:15]=1.ClC1C=C(C=CC=1)C(OO)=O.[OH-].[NH4+:38].C1(C)C=CC(S(Cl)(=O)=O)=CC=1. Product: [NH2:38][C:7]1[C:6]2[N:15]=[C:3]([CH2:2][Cl:1])[N:4]([CH2:16][CH2:17][NH:18][C:19](=[O:25])[O:20][C:21]([CH3:22])([CH3:24])[CH3:23])[C:5]=2[C:14]2[CH:13]=[CH:12][CH:11]=[CH:10][C:9]=2[N:8]=1. The catalyst class is: 22. (3) Reactant: [CH3:1][N:2]1[CH2:7][CH2:6][C:5](=O)[CH2:4][CH2:3]1.[CH3:9][CH2:10][O:11][C:12]([CH2:14]P(OCC)(OCC)=O)=[O:13].[H-].[Na+]. Product: [CH2:10]([O:11][C:12](=[O:13])[CH2:14][CH:5]1[CH2:6][CH2:7][N:2]([CH3:1])[CH2:3][CH2:4]1)[CH3:9]. The catalyst class is: 48. (4) Reactant: [NH2:1][C:2]1[N:10]=[CH:9][C:8]([Cl:11])=[CH:7][C:3]=1[C:4]([NH2:6])=[O:5].[C:12]([C:14]1[CH:15]=[C:16]([CH:19]=[CH:20][CH:21]=1)[CH2:17][Br:18])#[N:13]. Product: [BrH:18].[Cl:11][C:8]1[CH:7]=[C:3]([C:4]([NH2:6])=[O:5])[C:2](=[NH:1])[N:10]([CH2:17][C:16]2[CH:19]=[CH:20][CH:21]=[C:14]([C:12]#[N:13])[CH:15]=2)[CH:9]=1. The catalyst class is: 42. (5) Reactant: [C:1]1([SH:7])[CH:6]=[CH:5][CH:4]=[CH:3][CH:2]=1.Br[CH2:9][C:10]([CH3:15])([CH3:14])[C:11]([OH:13])=[O:12].[F-].[K+]. Product: [CH3:9][C:10]([CH3:15])([CH2:14][S:7][C:1]1[CH:6]=[CH:5][CH:4]=[CH:3][CH:2]=1)[C:11]([OH:13])=[O:12]. The catalyst class is: 3. (6) Reactant: [Br:1][C:2]1[C:7]2[N:8]=[CH:9][NH:10][C:6]=2[CH:5]=[C:4]([NH:11][C:12]2[NH:13][CH2:14][CH2:15][N:16]=2)[CH:3]=1.[Br:17]Br.N. Product: [Br:17][C:5]1[C:6]2[NH:10][CH:9]=[N:8][C:7]=2[C:2]([Br:1])=[CH:3][C:4]=1[NH:11][C:12]1[NH:13][CH2:14][CH2:15][N:16]=1. The catalyst class is: 191. (7) Reactant: [NH2:1][C:2]1[N:7]=[C:6]([NH:8][C:9]2[CH:14]=[CH:13][C:12]([O:15][C:16]3[CH:17]=[C:18]4[C:22](=[CH:23][CH:24]=3)[NH:21][N:20]=[CH:19]4)=[C:11]([F:25])[CH:10]=2)[CH:5]=[C:4](Cl)[N:3]=1.[C:27]1(B(O)O)[CH:32]=[CH:31][CH:30]=[CH:29][CH:28]=1.C(=O)([O-])[O-].[Na+].[Na+]. Product: [NH2:1][C:2]1[N:7]=[C:6]([NH:8][C:9]2[CH:14]=[CH:13][C:12]([O:15][C:16]3[CH:17]=[C:18]4[C:22](=[CH:23][CH:24]=3)[NH:21][N:20]=[CH:19]4)=[C:11]([F:25])[CH:10]=2)[CH:5]=[C:4]([C:27]2[CH:32]=[CH:31][CH:30]=[CH:29][CH:28]=2)[N:3]=1. The catalyst class is: 335. (8) Reactant: [C:1]([O:5][C:6]([N:8]1[CH2:13][CH2:12][CH:11]([C:14]2[CH:19]=[CH:18][C:17]([O:20][CH2:21][CH2:22][CH2:23][O:24][CH2:25][C:26]3[CH:31]=[CH:30][CH:29]=[CH:28][C:27]=3[O:32][CH3:33])=[CH:16][CH:15]=2)[CH:10]([NH:34][C:35]([C:37]2[CH:46]=[C:45]3[C:40]([CH:41]=[CH:42][CH:43]=[N:44]3)=[CH:39][CH:38]=2)=[O:36])[CH2:9]1)=[O:7])([CH3:4])([CH3:3])[CH3:2].[BH4-].[Na+].C(OCC)(=O)C.O. Product: [C:1]([O:5][C:6]([N:8]1[CH2:13][CH2:12][CH:11]([C:14]2[CH:15]=[CH:16][C:17]([O:20][CH2:21][CH2:22][CH2:23][O:24][CH2:25][C:26]3[CH:31]=[CH:30][CH:29]=[CH:28][C:27]=3[O:32][CH3:33])=[CH:18][CH:19]=2)[CH:10]([NH:34][C:35]([C:37]2[CH:46]=[C:45]3[C:40]([CH2:41][CH2:42][CH2:43][NH:44]3)=[CH:39][CH:38]=2)=[O:36])[CH2:9]1)=[O:7])([CH3:4])([CH3:2])[CH3:3]. The catalyst class is: 5. (9) Reactant: [N:1]1([C:6]2[CH:11]=[C:10]([Cl:12])[C:9]([S:13]([NH2:16])(=[O:15])=[O:14])=[C:8]([OH:17])[C:7]=2[N+:18]([O-])=O)[CH2:5][CH2:4][CH2:3][CH2:2]1.[H][H]. Product: [N:1]1([C:6]2[CH:11]=[C:10]([Cl:12])[C:9]([S:13]([NH2:16])(=[O:15])=[O:14])=[C:8]([OH:17])[C:7]=2[NH2:18])[CH2:5][CH2:4][CH2:3][CH2:2]1. The catalyst class is: 45.